Dataset: Reaction yield outcomes from USPTO patents with 853,638 reactions. Task: Predict the reaction yield, written as a fraction of the theoretical maximum amount of product (1.0 means a 100% yield; for example, 0.34 means a 34% yield). The reactants are Br[C:2]1[CH:3]=[C:4]([NH:10][C:11]2[CH:16]=[CH:15][C:14]([N:17]3[CH2:22][C@@H:21]([CH3:23])[N:20]([CH:24]4[CH2:27][O:26][CH2:25]4)[CH2:19][C@@H:18]3[CH3:28])=[CH:13][N:12]=2)[C:5](=[O:9])[N:6]([CH3:8])[CH:7]=1.[C:29]([O:32][CH2:33][C:34]1[C:39](B2OC(C)(C)C(C)(C)O2)=[CH:38][C:37]([F:49])=[CH:36][C:35]=1[N:50]1[C:62](=[O:63])[C:61]2[S:60][C:59]3[CH2:58][CH2:57][CH2:56][CH2:55][C:54]=3[C:53]=2[CH:52]=[N:51]1)(=[O:31])[CH3:30].[O-]P([O-])([O-])=O.[K+].[K+].[K+].C([O-])(=O)C.[Na+]. The catalyst is C1C=CC(P(C2C=CC=CC=2)[C-]2C=CC=C2)=CC=1.C1C=CC(P(C2C=CC=CC=2)[C-]2C=CC=C2)=CC=1.Cl[Pd]Cl.[Fe+2].O.C(#N)C. The product is [C:29]([O:32][CH2:33][C:34]1[C:35]([N:50]2[C:62](=[O:63])[C:61]3[S:60][C:59]4[CH2:58][CH2:57][CH2:56][CH2:55][C:54]=4[C:53]=3[CH:52]=[N:51]2)=[CH:36][C:37]([F:49])=[CH:38][C:39]=1[C:2]1[CH:3]=[C:4]([NH:10][C:11]2[CH:16]=[CH:15][C:14]([N:17]3[CH2:22][C@@H:21]([CH3:23])[N:20]([CH:24]4[CH2:25][O:26][CH2:27]4)[CH2:19][C@@H:18]3[CH3:28])=[CH:13][N:12]=2)[C:5](=[O:9])[N:6]([CH3:8])[CH:7]=1)(=[O:31])[CH3:30]. The yield is 0.340.